Dataset: Catalyst prediction with 721,799 reactions and 888 catalyst types from USPTO. Task: Predict which catalyst facilitates the given reaction. Reactant: N1[C:5]2([CH2:9][O:8][C:7]([SH:10])=[N:6]2)[CH2:4][O:3]C=1S.Br[CH2:13][CH2:14][C:15]([F:19])=[C:16]([F:18])[F:17].C(=O)([O-])[O-].[K+].[K+]. The catalyst class is: 10. Product: [OH:3][CH2:4][C:5]1[N:6]=[C:7]([S:10][CH2:13][CH2:14][C:15]([F:19])=[C:16]([F:18])[F:17])[O:8][CH:9]=1.